This data is from Forward reaction prediction with 1.9M reactions from USPTO patents (1976-2016). The task is: Predict the product of the given reaction. (1) The product is: [N:3]1[CH:8]=[CH:7][CH:6]=[C:5]([C:9]([N:27]2[CH2:28][CH2:29][C:24]([CH2:23][C:22]3[CH:31]=[CH:32][C:33]([F:34])=[C:20]([F:19])[CH:21]=3)([OH:30])[CH2:25][CH2:26]2)=[O:11])[C:4]=1[C:12]1[CH:17]=[CH:16][N:15]=[CH:14][CH:13]=1. Given the reactants Cl.Cl.[N:3]1[CH:8]=[CH:7][CH:6]=[C:5]([C:9]([OH:11])=O)[C:4]=1[C:12]1[CH:17]=[CH:16][N:15]=[CH:14][CH:13]=1.Cl.[F:19][C:20]1[CH:21]=[C:22]([CH:31]=[CH:32][C:33]=1[F:34])[CH2:23][C:24]1([OH:30])[CH2:29][CH2:28][NH:27][CH2:26][CH2:25]1.CN(C(ON1N=NC2C=CC=NC1=2)=[N+](C)C)C.F[P-](F)(F)(F)(F)F.C(N(CC)CC)C, predict the reaction product. (2) Given the reactants [F:1][C:2]1[CH:3]=[C:4]([C:9]2[C:17]3[CH2:16][C:15]4(OCC[O:18]4)[CH2:14][CH2:13][C:12]=3[N:11]([C:22]([NH:24][C@@H:25]([C:30]([CH3:33])([CH3:32])[CH3:31])[C:26]([NH:28][CH3:29])=[O:27])=[O:23])[N:10]=2)[CH:5]=[CH:6][C:7]=1[F:8].C1(C)C=CC(S(O)(=O)=O)=CC=1.O, predict the reaction product. The product is: [F:1][C:2]1[CH:3]=[C:4]([C:9]2[C:17]3[CH2:16][C:15](=[O:18])[CH2:14][CH2:13][C:12]=3[N:11]([C:22]([NH:24][C@@H:25]([C:30]([CH3:33])([CH3:32])[CH3:31])[C:26]([NH:28][CH3:29])=[O:27])=[O:23])[N:10]=2)[CH:5]=[CH:6][C:7]=1[F:8]. (3) Given the reactants [NH2:1][C:2]1[C:6]2[C:7](=[O:26])[N:8]([C@H:21]([CH:23]3[CH2:25][CH2:24]3)[CH3:22])[CH:9]=[C:10]([C:11]3[CH:15]=[C:14]([C:16]([OH:19])([CH3:18])[CH3:17])[N:13]([CH3:20])[N:12]=3)[C:5]=2[NH:4][N:3]=1.[ClH:27], predict the reaction product. The product is: [ClH:27].[NH2:1][C:2]1[C:6]2[C:7](=[O:26])[N:8]([C@H:21]([CH:23]3[CH2:25][CH2:24]3)[CH3:22])[CH:9]=[C:10]([C:11]3[CH:15]=[C:14]([C:16]([OH:19])([CH3:17])[CH3:18])[N:13]([CH3:20])[N:12]=3)[C:5]=2[NH:4][N:3]=1. (4) Given the reactants [CH3:1][CH:2]([NH2:6])[CH2:3][CH2:4][CH3:5].[F:7][C:8]1[CH:9]=[C:10]([CH:14]=[CH:15][C:16]=1[O:17][CH2:18][C:19]#[CH:20])[C:11](Cl)=[O:12], predict the reaction product. The product is: [CH3:1][CH:2]([NH:6][C:11](=[O:12])[C:10]1[CH:14]=[CH:15][C:16]([O:17][CH2:18][C:19]#[CH:20])=[C:8]([F:7])[CH:9]=1)[CH2:3][CH2:4][CH3:5]. (5) Given the reactants [Si:1]([O:8][CH:9]1[CH2:14][CH:13]([C:15](=[O:24])[NH:16][C:17]2[CH:22]=[CH:21][C:20]([Cl:23])=[CH:19][CH:18]=2)[CH2:12][N:11](C(OC(C)(C)C)=O)[CH2:10]1)([C:4]([CH3:7])([CH3:6])[CH3:5])([CH3:3])[CH3:2].N1C(C)=CC=CC=1C.FC(F)(F)S(O[Si](C)(C)C)(=O)=O, predict the reaction product. The product is: [Si:1]([O:8][CH:9]1[CH2:10][NH:11][CH2:12][CH:13]([C:15]([NH:16][C:17]2[CH:22]=[CH:21][C:20]([Cl:23])=[CH:19][CH:18]=2)=[O:24])[CH2:14]1)([C:4]([CH3:7])([CH3:6])[CH3:5])([CH3:3])[CH3:2]. (6) Given the reactants FC(F)(F)C(O)=O.[CH3:8][S:9]([C:12]1[CH:27]=[CH:26][C:15]2[N:16]([CH:20]3[CH2:25][CH2:24][NH:23][CH2:22][CH2:21]3)[C:17](=[O:19])[NH:18][C:14]=2[CH:13]=1)(=[O:11])=[O:10].Cl[CH2:29][C:30]([CH:32]1[CH2:37][CH2:36][CH:35]([CH:38]([CH3:40])[CH3:39])[CH2:34][CH2:33]1)=[O:31], predict the reaction product. The product is: [CH:38]([CH:35]1[CH2:36][CH2:37][CH:32]([C:30](=[O:31])[CH2:29][N:23]2[CH2:22][CH2:21][CH:20]([N:16]3[C:15]4[CH:26]=[CH:27][C:12]([S:9]([CH3:8])(=[O:10])=[O:11])=[CH:13][C:14]=4[NH:18][C:17]3=[O:19])[CH2:25][CH2:24]2)[CH2:33][CH2:34]1)([CH3:40])[CH3:39]. (7) Given the reactants Br[C:2]1[N:6]([S:7]([C:10]2[CH:11]=[N:12][C:13]([CH3:16])=[CH:14][CH:15]=2)(=[O:9])=[O:8])[CH:5]=[C:4]([CH2:17][N:18]([CH3:26])[C:19](=[O:25])[O:20][C:21]([CH3:24])([CH3:23])[CH3:22])[CH:3]=1.[F:27][C:28]1[C:33](B(O)O)=[CH:32][CH:31]=[CH:30][N:29]=1.C(=O)([O-])[O-].[Na+].[Na+], predict the reaction product. The product is: [F:27][C:28]1[C:33]([C:2]2[N:6]([S:7]([C:10]3[CH:11]=[N:12][C:13]([CH3:16])=[CH:14][CH:15]=3)(=[O:9])=[O:8])[CH:5]=[C:4]([CH2:17][N:18]([CH3:26])[C:19](=[O:25])[O:20][C:21]([CH3:24])([CH3:23])[CH3:22])[CH:3]=2)=[CH:32][CH:31]=[CH:30][N:29]=1. (8) Given the reactants [CH:1]([C:3]1[CH:11]=[C:7]([C:8]([OH:10])=[O:9])[C:6]([OH:12])=[CH:5][CH:4]=1)=[O:2].[CH2:13](Br)[C:14]1[CH:19]=[CH:18][CH:17]=[CH:16][CH:15]=1.C(=O)([O-])[O-].[K+].[K+], predict the reaction product. The product is: [CH2:13]([O:9][C:8](=[O:10])[C:7]1[CH:11]=[C:3]([CH:1]=[O:2])[CH:4]=[CH:5][C:6]=1[O:12][CH2:1][C:3]1[CH:11]=[CH:7][CH:6]=[CH:5][CH:4]=1)[C:14]1[CH:19]=[CH:18][CH:17]=[CH:16][CH:15]=1. (9) Given the reactants [OH:1][C:2]1[CH:7]=[CH:6][C:5]([C:8]2[CH2:13][CH2:12][CH:11]([C:14]3[CH:19]=[CH:18][C:17]([OH:20])=[CH:16][CH:15]=3)[CH2:10][CH:9]=2)=[CH:4][CH:3]=1.OC1C=CC(C2CCC(C3C=CC(O)=CC=3)CC2)=CC=1, predict the reaction product. The product is: [OH:1][C:2]1[CH:3]=[CH:4][C:5]([C@H:8]2[CH2:13][CH2:12][C@H:11]([C:14]3[CH:15]=[CH:16][C:17]([OH:20])=[CH:18][CH:19]=3)[CH2:10][CH2:9]2)=[CH:6][CH:7]=1. (10) The product is: [N+:25]([C:21]1[CH:20]=[C:19]([C:18]2[NH:28][C:7]([C:6]3[CH:11]=[CH:12][CH:13]=[C:4]([O:3][C:2]([F:15])([F:14])[F:1])[CH:5]=3)=[N:9][N:10]=2)[CH:24]=[CH:23][CH:22]=1)([O-:27])=[O:26]. Given the reactants [F:1][C:2]([F:15])([F:14])[O:3][C:4]1[CH:5]=[C:6]([CH:11]=[CH:12][CH:13]=1)[C:7]([NH:9][NH2:10])=O.CO[C:18](=[NH:28])[C:19]1[CH:24]=[CH:23][CH:22]=[C:21]([N+:25]([O-:27])=[O:26])[CH:20]=1, predict the reaction product.